From a dataset of Reaction yield outcomes from USPTO patents with 853,638 reactions. Predict the reaction yield, written as a fraction of the theoretical maximum amount of product (1.0 means a 100% yield; for example, 0.34 means a 34% yield). (1) The reactants are [Cl:1][C:2]1[C:3]([N+:17]([O-:19])=[O:18])=[CH:4][C:5]2[O:10][CH2:9][C:8](=[O:11])[N:7]([CH2:12][CH2:13][CH2:14]Cl)[C:6]=2[CH:16]=1.C([O-])([O-])=O.[K+].[K+].[Na+].[I-].[CH2:28]([CH:32]1[CH2:37][CH2:36][NH:35][CH2:34][CH2:33]1)[CH2:29][CH2:30][CH3:31]. The catalyst is CCCCCCC.CCOC(C)=O. The product is [CH2:28]([CH:32]1[CH2:37][CH2:36][N:35]([CH2:14][CH2:13][CH2:12][N:7]2[C:6]3[CH:16]=[C:2]([Cl:1])[C:3]([N+:17]([O-:19])=[O:18])=[CH:4][C:5]=3[O:10][CH2:9][C:8]2=[O:11])[CH2:34][CH2:33]1)[CH2:29][CH2:30][CH3:31]. The yield is 0.420. (2) The reactants are [CH3:1][N:2]([CH3:22])[C:3]([O:5][C:6]1[CH:11]=[CH:10][C:9]([CH:12]([OH:19])[CH2:13][C:14](OCC)=[O:15])=[C:8]([CH:20]=[CH2:21])[CH:7]=1)=[O:4].[BH4-].[Li+].O.Cl. The catalyst is O1CCCC1. The product is [CH3:22][N:2]([CH3:1])[C:3](=[O:4])[O:5][C:6]1[CH:11]=[CH:10][C:9]([CH:12]([OH:19])[CH2:13][CH2:14][OH:15])=[C:8]([CH:20]=[CH2:21])[CH:7]=1. The yield is 0.970. (3) The reactants are [CH3:1][C:2](=[CH2:12])[CH2:3][O:4][CH2:5][C:6]1[CH:11]=[CH:10][CH:9]=[CH:8][CH:7]=1.C1C=C(Cl)C=C(C(OO)=[O:21])C=1. The catalyst is C(Cl)Cl. The product is [CH2:5]([O:4][CH2:3][C:2]1([CH3:1])[CH2:12][O:21]1)[C:6]1[CH:11]=[CH:10][CH:9]=[CH:8][CH:7]=1. The yield is 0.440. (4) The reactants are [Cl:1][C:2]1[C:3]([NH:12][CH:13]([CH2:16][CH:17]([CH3:19])[CH3:18])[CH:14]=O)=[N:4][C:5]2[C:10]([N:11]=1)=[CH:9][CH:8]=[CH:7][CH:6]=2.FC(F)(F)C(O)=O. The catalyst is FC(F)(F)C(OC(=O)C(F)(F)F)=O. The product is [Cl:1][C:2]1[C:3]2[N:4]([CH:14]=[C:13]([CH2:16][CH:17]([CH3:19])[CH3:18])[N:12]=2)[C:5]2[C:10]([N:11]=1)=[CH:9][CH:8]=[CH:7][CH:6]=2. The yield is 0.650. (5) The reactants are [Cl:1][C:2]1[CH:3]=[C:4]([C:9]2([C:26]([F:29])([F:28])[F:27])[O:13][N:12]=[C:11]([C:14]3[N:15]4[C:19]([C:20]([C:23](O)=[O:24])=[CH:21][CH:22]=3)=[CH:18][CH:17]=[CH:16]4)[CH2:10]2)[CH:5]=[C:6]([Cl:8])[CH:7]=1.CN(C(ON1N=NC2C=CC=NC1=2)=[N+](C)C)C.F[P-](F)(F)(F)(F)F.CCN(CC)CC.Cl.[NH2:62][CH2:63][C:64]1[CH:65]=[CH:66][C:67]2[C:71]([CH3:73])([CH3:72])[O:70][B:69]([OH:74])[C:68]=2[CH:75]=1. The catalyst is CN(C=O)C.CC(=O)OCC. The product is [Cl:1][C:2]1[CH:3]=[C:4]([C:9]2([C:26]([F:28])([F:27])[F:29])[O:13][N:12]=[C:11]([C:14]3[N:15]4[C:19]([C:20]([C:23]([NH:62][CH2:63][C:64]5[CH:65]=[CH:66][C:67]6[C:71]([CH3:73])([CH3:72])[O:70][B:69]([OH:74])[C:68]=6[CH:75]=5)=[O:24])=[CH:21][CH:22]=3)=[CH:18][CH:17]=[CH:16]4)[CH2:10]2)[CH:5]=[C:6]([Cl:8])[CH:7]=1. The yield is 0.340. (6) The reactants are C[O-].[Na+].[NH2:4][C:5]1[CH:15]=[CH:14][C:8]([C:9]([O:11][CH2:12][CH3:13])=[O:10])=[CH:7][CH:6]=1.[CH3:16][C:17](=[CH:19][CH2:20][CH2:21][CH:22](CCO)[CH3:23])[CH3:18].CCO. The catalyst is C1CCCCC1. The product is [NH2:4][C:5]1[CH:6]=[CH:7][C:8]([C:9]([O:11][CH2:12][CH2:13][CH:22]([CH3:23])[CH2:21][CH2:20][CH:19]=[C:17]([CH3:18])[CH3:16])=[O:10])=[CH:14][CH:15]=1. The yield is 0.300.